Dataset: Forward reaction prediction with 1.9M reactions from USPTO patents (1976-2016). Task: Predict the product of the given reaction. (1) Given the reactants [S:1]1[C:5]([CH2:6][NH:7][C:8]2[CH:13]=[C:12](Cl)[N:11]=[C:10]([CH3:15])[N:9]=2)=[CH:4][C:3]2[CH:16]=[CH:17][CH:18]=[CH:19][C:2]1=2.[C:20]([C:23]([C:26]1[CH:27]=[C:28](B(O)O)[CH:29]=[CH:30][CH:31]=1)([CH3:25])[CH3:24])([OH:22])=[O:21].C([O-])([O-])=O.[Cs+].[Cs+], predict the reaction product. The product is: [S:1]1[C:5]([CH2:6][NH:7][C:8]2[N:9]=[C:10]([CH3:15])[N:11]=[C:12]([C:28]3[CH:27]=[C:26]([C:23]([CH3:25])([CH3:24])[C:20]([OH:22])=[O:21])[CH:31]=[CH:30][CH:29]=3)[CH:13]=2)=[CH:4][C:3]2[CH:16]=[CH:17][CH:18]=[CH:19][C:2]1=2. (2) Given the reactants BrC1C(O)=C(C(CSC2C=CC=CC=2OC)=CC=1)C(OC)=O.[Br:23][C:24]1[C:25]([O:36][CH3:37])=[C:26]([C:31]([CH2:34]Br)=[CH:32][CH:33]=1)[C:27]([O:29][CH3:30])=[O:28].[N:38]1[CH:43]=[CH:42][CH:41]=[CH:40][C:39]=1[SH:44], predict the reaction product. The product is: [Br:23][C:24]1[C:25]([O:36][CH3:37])=[C:26]([C:31]([CH2:34][S:44][C:39]2[CH:40]=[CH:41][CH:42]=[CH:43][N:38]=2)=[CH:32][CH:33]=1)[C:27]([O:29][CH3:30])=[O:28]. (3) Given the reactants [C:1]([C:5]1[N:6]=[C:7]([N:16]2[CH2:20][CH2:19][C:18]([F:22])([F:21])[CH2:17]2)[C:8]2[N:13]=[N:12][N:11]([CH2:14][CH3:15])[C:9]=2[N:10]=1)([CH3:4])([CH3:3])[CH3:2].C(C1N=C(N2CCC(F)(F)C2)C2N=NNC=2N=1)(C)(C)C.Br[CH2:44][C:45]1C=C[CH:48]=[C:47]([Cl:51])[CH:46]=1, predict the reaction product. The product is: [C:1]([C:5]1[N:6]=[C:7]([N:16]2[CH2:20][CH2:19][C:18]([F:21])([F:22])[CH2:17]2)[C:8]2[N:13]=[N:12][N:11]([CH2:14][C:15]3[CH:44]=[CH:45][CH:46]=[C:47]([Cl:51])[CH:48]=3)[C:9]=2[N:10]=1)([CH3:2])([CH3:3])[CH3:4]. (4) Given the reactants [S:1]1[CH:5]=[CH:4][CH:3]=[C:2]1[CH2:6][NH:7][C:8]([C:10]1[CH:20]=[C:13]2[CH:14]=[C:15](Br)[CH:16]=[C:17]([Cl:18])[N:12]2[N:11]=1)=[O:9].[O:21]1[CH:25]=[CH:24][CH:23]=[C:22]1B(O)O.O1CCOCC1, predict the reaction product. The product is: [S:1]1[CH:5]=[CH:4][CH:3]=[C:2]1[CH2:6][NH:7][C:8]([C:10]1[CH:20]=[C:13]2[CH:14]=[C:15]([C:22]3[O:21][CH:25]=[CH:24][CH:23]=3)[CH:16]=[C:17]([Cl:18])[N:12]2[N:11]=1)=[O:9]. (5) Given the reactants NC1[CH:10]=[CH:9][C:8]([I:11])=[CH:7][C:3]=1[C:4]([OH:6])=[O:5].[C:12](=O)([O-])[O-].[K+].[K+].IC.C[N:21]([CH:23]=O)[CH3:22], predict the reaction product. The product is: [I:11][C:8]1[CH:9]=[CH:10][C:23]([NH:21][CH3:22])=[C:3]([CH:7]=1)[C:4]([O:6][CH3:12])=[O:5]. (6) Given the reactants [CH3:1][O:2][C:3]1[CH:4]=[C:5]([NH:11][C:12]2[N:17]=[C:16](SC)[N:15]3[CH:20]=[CH:21][N:22]=[C:14]3[C:13]=2[C:23]([NH2:25])=[O:24])[CH:6]=[C:7]([O:9][CH3:10])[CH:8]=1.[CH3:26][C:27]([CH3:32])([CH2:30][NH2:31])[CH2:28][NH2:29].O.CCOC(C)=O, predict the reaction product. The product is: [NH2:29][CH2:28][C:27]([CH3:32])([CH3:26])[CH2:30][NH:31][C:16]1[N:15]2[CH:20]=[CH:21][N:22]=[C:14]2[C:13]([C:23]([NH2:25])=[O:24])=[C:12]([NH:11][C:5]2[CH:4]=[C:3]([O:2][CH3:1])[CH:8]=[C:7]([O:9][CH3:10])[CH:6]=2)[N:17]=1. (7) Given the reactants [OH:1][NH:2]C(=O)OC(C)(C)C.C(N(CC)CC)C.[N+:17]([C:20]1[CH:28]=[CH:27][C:23]([C:24](Cl)=[O:25])=[CH:22][CH:21]=1)([O-:19])=[O:18].[CH3:29][S:30]([OH:33])(=[O:32])=[O:31], predict the reaction product. The product is: [CH3:29][S:30]([OH:33])(=[O:32])=[O:31].[N+:17]([C:20]1[CH:28]=[CH:27][C:23]([C:24]([O:1][NH2:2])=[O:25])=[CH:22][CH:21]=1)([O-:19])=[O:18]. (8) Given the reactants Cl.[S:2]1[CH2:6][CH2:5][NH:4][CH:3]1[C:7]([O:9][CH3:10])=[O:8].[N+:11]([C:14]1[CH:19]=[CH:18][C:17]([S:20](Cl)(=[O:22])=[O:21])=[CH:16][CH:15]=1)([O-:13])=[O:12], predict the reaction product. The product is: [N+:11]([C:14]1[CH:15]=[CH:16][C:17]([S:20]([N:4]2[CH2:5][CH2:6][S:2][CH:3]2[C:7]([O:9][CH3:10])=[O:8])(=[O:22])=[O:21])=[CH:18][CH:19]=1)([O-:13])=[O:12]. (9) The product is: [Cl:1][C:2]1[C:11]([C:12](=[CH:24][C:25]([CH3:27])([S:28]([NH2:30])=[O:29])[CH3:26])[CH3:13])=[CH:10][C:9]2[C:4](=[CH:5][C:6]([O:16][CH2:17][C:18]3[CH:23]=[CH:22][CH:21]=[CH:20][N:19]=3)=[C:7]([Cl:15])[CH:8]=2)[N:3]=1. Given the reactants [Cl:1][C:2]1[C:11]([C:12](=O)[CH3:13])=[CH:10][C:9]2[C:4](=[CH:5][C:6]([O:16][CH2:17][C:18]3[CH:23]=[CH:22][CH:21]=[CH:20][N:19]=3)=[C:7]([Cl:15])[CH:8]=2)[N:3]=1.[CH3:24][C:25]([S@:28]([NH2:30])=[O:29])([CH3:27])[CH3:26].C1(C)C=CC=CC=1, predict the reaction product.